Predict the reaction yield, written as a fraction of the theoretical maximum amount of product (1.0 means a 100% yield; for example, 0.34 means a 34% yield). From a dataset of Reaction yield outcomes from USPTO patents with 853,638 reactions. The reactants are C([N:8]1[CH2:25][CH2:24][C:11]2([O:19][C:18]3[CH:17]=[N:16][N:15]([CH:20]([CH3:22])[CH3:21])[C:14]=3[C:13](=[O:23])[CH2:12]2)[CH2:10][CH2:9]1)C1C=CC=CC=1.ClC(OC(Cl)C)=O. The catalyst is ClCCCl. The product is [CH:20]([N:15]1[C:14]2[C:13](=[O:23])[CH2:12][C:11]3([CH2:10][CH2:9][NH:8][CH2:25][CH2:24]3)[O:19][C:18]=2[CH:17]=[N:16]1)([CH3:22])[CH3:21]. The yield is 0.860.